This data is from Full USPTO retrosynthesis dataset with 1.9M reactions from patents (1976-2016). The task is: Predict the reactants needed to synthesize the given product. (1) Given the product [S:20]1[C:21]2[CH:27]=[CH:26][CH:25]=[CH:24][C:22]=2[N:23]=[C:19]1[N:17]1[C:12]([OH:14])=[C:3]2[C:2]([CH2:11][CH2:10][C:9]3[CH:8]=[CH:7][CH:6]=[CH:5][C:4]=32)=[N:18]1, predict the reactants needed to synthesize it. The reactants are: O=[C:2]1[CH2:11][CH2:10][C:9]2[C:4](=[CH:5][CH:6]=[CH:7][CH:8]=2)[CH:3]1[C:12]([O:14]CC)=O.[NH:17]([C:19]1[S:20][C:21]2[CH:27]=[CH:26][CH:25]=[CH:24][C:22]=2[N:23]=1)[NH2:18]. (2) Given the product [NH2:1][C:2]1[C:7]([Cl:8])=[CH:6][N+:5]([O-:12])=[CH:4][C:3]=1[Cl:9], predict the reactants needed to synthesize it. The reactants are: [NH2:1][C:2]1[C:7]([Cl:8])=[CH:6][N:5]=[CH:4][C:3]=1[Cl:9].C(OO)(=[O:12])C. (3) Given the product [Br:1][C:2]1[CH:11]=[CH:10][C:9]([C:12]([F:13])([F:14])[F:15])=[CH:8][C:3]=1[CH2:4][N:5]([CH2:6][CH3:7])[C:26]([CH:23]1[CH2:25][CH2:24]1)=[O:27], predict the reactants needed to synthesize it. The reactants are: [Br:1][C:2]1[CH:11]=[CH:10][C:9]([C:12]([F:15])([F:14])[F:13])=[CH:8][C:3]=1[CH2:4][NH:5][CH2:6][CH3:7].C(N(CC)CC)C.[CH:23]1([C:26](Cl)=[O:27])[CH2:25][CH2:24]1. (4) Given the product [Cl:3][C:4]1[CH:5]=[CH:6][C:7]([S:10]([CH:11]([C:20]2[CH:25]=[C:24]([F:26])[CH:23]=[CH:22][C:21]=2[F:27])[CH2:12][CH2:13][CH2:14][CH2:15][S:16]([CH3:19])(=[O:18])=[O:17])(=[O:29])=[O:28])=[N:8][CH:9]=1, predict the reactants needed to synthesize it. The reactants are: CO.[Cl:3][C:4]1[CH:5]=[CH:6][C:7]([S:10][CH:11]([C:20]2[CH:25]=[C:24]([F:26])[CH:23]=[CH:22][C:21]=2[F:27])[CH2:12][CH2:13][CH2:14][CH2:15][S:16]([CH3:19])(=[O:18])=[O:17])=[N:8][CH:9]=1.[OH2:28].[OH:29]OS([O-])=O.[K+]. (5) Given the product [CH3:1][C:2]1([CH3:12])[O:7][CH2:6][C:5]2=[C:8]([NH:11][C:14]3[N:19]=[C:18]([NH:20][CH3:21])[C:17]([C:22]([F:25])([F:23])[F:24])=[CH:16][N:15]=3)[CH:9]=[N:10][N:4]2[CH2:3]1, predict the reactants needed to synthesize it. The reactants are: [CH3:1][C:2]1([CH3:12])[O:7][CH2:6][C:5]2=[C:8]([NH2:11])[CH:9]=[N:10][N:4]2[CH2:3]1.Cl[C:14]1[N:19]=[C:18]([NH:20][CH3:21])[C:17]([C:22]([F:25])([F:24])[F:23])=[CH:16][N:15]=1.